This data is from Forward reaction prediction with 1.9M reactions from USPTO patents (1976-2016). The task is: Predict the product of the given reaction. (1) Given the reactants [CH3:1][C:2]1[O:6][C:5]([C:7]2[CH:12]=[CH:11][CH:10]=[CH:9][CH:8]=2)=[N:4][C:3]=1[CH2:13][CH2:14][O:15][C:16]1[CH:34]=[CH:33][C:19]([CH2:20][O:21][C:22]2[CH:27]=[CH:26][CH:25]=[CH:24][C:23]=2[CH2:28][C:29]([O:31]C)=[O:30])=[CH:18][CH:17]=1.O1CCCC1.[OH-].[Na+].Cl, predict the reaction product. The product is: [CH3:1][C:2]1[O:6][C:5]([C:7]2[CH:8]=[CH:9][CH:10]=[CH:11][CH:12]=2)=[N:4][C:3]=1[CH2:13][CH2:14][O:15][C:16]1[CH:17]=[CH:18][C:19]([CH2:20][O:21][C:22]2[CH:27]=[CH:26][CH:25]=[CH:24][C:23]=2[CH2:28][C:29]([OH:31])=[O:30])=[CH:33][CH:34]=1. (2) Given the reactants [CH:1]1([C:4]2[O:8][N:7]=[C:6]([C:9]3[CH:14]=[CH:13][CH:12]=[CH:11][CH:10]=3)[C:5]=2[C:15]([OH:17])=O)[CH2:3][CH2:2]1.[CH3:18][O:19][C:20]1[CH:29]=[CH:28][CH:27]=[CH:26][C:21]=1[C:22]([NH:24][NH2:25])=O.[Cl-].ClC1N(C)C=C[N+]=1C.C(N(CC)CC)C, predict the reaction product. The product is: [CH:1]1([C:4]2[O:8][N:7]=[C:6]([C:9]3[CH:10]=[CH:11][CH:12]=[CH:13][CH:14]=3)[C:5]=2[C:15]2[O:17][C:22]([C:21]3[CH:26]=[CH:27][CH:28]=[CH:29][C:20]=3[O:19][CH3:18])=[N:24][N:25]=2)[CH2:2][CH2:3]1.